Dataset: Reaction yield outcomes from USPTO patents with 853,638 reactions. Task: Predict the reaction yield, written as a fraction of the theoretical maximum amount of product (1.0 means a 100% yield; for example, 0.34 means a 34% yield). The reactants are [Cl:1][C:2]1[CH:7]=[CH:6][C:5](/[CH:8]=[C:9](/[C:14]([C:16]2[S:17][C:18]([C:21]3[CH:26]=[CH:25][N:24]=[CH:23][CH:22]=3)=[CH:19][CH:20]=2)=[O:15])\[C:10]([O:12][CH3:13])=[O:11])=[CH:4][CH:3]=1.ClCCCl.[Cl-].[Cl-].[Cl-].[Al+3]. No catalyst specified. The product is [Cl:1][C:2]1[CH:7]=[CH:6][C:5]([C@@H:8]2[C:20]3[CH:19]=[C:18]([C:21]4[CH:22]=[CH:23][N:24]=[CH:25][CH:26]=4)[S:17][C:16]=3[C:14](=[O:15])[C@H:9]2[C:10]([O:12][CH3:13])=[O:11])=[CH:4][CH:3]=1. The yield is 0.430.